This data is from Full USPTO retrosynthesis dataset with 1.9M reactions from patents (1976-2016). The task is: Predict the reactants needed to synthesize the given product. (1) Given the product [C:45]([O:11][CH2:12][C@H:13]([N:35]=[N+:36]=[N-:37])[C@@H:14]([O:24][C:38](=[O:41])[CH3:62])[CH2:15][O:16][CH2:17][C:18]1[CH:19]=[CH:20][CH:21]=[CH:22][CH:23]=1)(=[O:46])[CH3:44], predict the reactants needed to synthesize it. The reactants are: CC1C=CC(S([O:11][CH2:12][C@H:13]([N:35]=[N+:36]=[N-:37])[C@H:14]([O:24]S(C2C=CC(C)=CC=2)(=O)=O)[CH2:15][O:16][CH2:17][C:18]2[CH:23]=[CH:22][CH:21]=[CH:20][CH:19]=2)(=O)=O)=CC=1.[C:38](=[O:41])([O-])[O-].[Cs+].[Cs+].[CH2:44]1OCCOCCOCCOCCOCC[O:46][CH2:45]1.[C:62]1(C)C=CC=CC=1. (2) Given the product [Cl:26][C:27]1[CH:32]=[CH:31][C:30]([Cl:33])=[CH:29][C:28]=1[S:34]([NH:1][C@H:2]1[CH2:6][N:5]([C:7]([O:9][C:10]([CH3:12])([CH3:13])[CH3:11])=[O:8])[C@@H:4]([CH2:14][N:15]2[C:23](=[O:24])[C:22]3[C:17](=[CH:18][CH:19]=[CH:20][CH:21]=3)[C:16]2=[O:25])[CH2:3]1)(=[O:36])=[O:35], predict the reactants needed to synthesize it. The reactants are: [NH2:1][C@H:2]1[CH2:6][N:5]([C:7]([O:9][C:10]([CH3:13])([CH3:12])[CH3:11])=[O:8])[C@@H:4]([CH2:14][N:15]2[C:23](=[O:24])[C:22]3[C:17](=[CH:18][CH:19]=[CH:20][CH:21]=3)[C:16]2=[O:25])[CH2:3]1.[Cl:26][C:27]1[CH:32]=[CH:31][C:30]([Cl:33])=[CH:29][C:28]=1[S:34](Cl)(=[O:36])=[O:35].CCN(C(C)C)C(C)C. (3) Given the product [CH3:15][O:14][C:10]1[CH:9]=[C:8]([C:7]2[N:18]([C:20]3[CH:21]=[CH:22][C:23]([S:26]([NH2:29])(=[O:28])=[O:27])=[CH:24][CH:25]=3)[N:19]=[C:4]([CH3:5])[N:6]=2)[CH:13]=[CH:12][CH:11]=1, predict the reactants needed to synthesize it. The reactants are: C(O[C:4](=[N:6][C:7](=O)[C:8]1[CH:13]=[CH:12][CH:11]=[C:10]([O:14][CH3:15])[CH:9]=1)[CH3:5])C.Cl.[NH:18]([C:20]1[CH:25]=[CH:24][C:23]([S:26]([NH2:29])(=[O:28])=[O:27])=[CH:22][CH:21]=1)[NH2:19].C(N(CC)CC)C.O. (4) Given the product [NH2:1][C:2]1[S:3][C:4]([C:12]([OH:13])([C:14]([F:17])([F:16])[F:15])[C:11]([F:19])([F:18])[F:10])=[CH:5][N:6]=1, predict the reactants needed to synthesize it. The reactants are: [NH2:1][C:2]1[S:3][CH:4]=[CH:5][N:6]=1.O.O.O.[F:10][C:11]([F:19])([F:18])[C:12]([C:14]([F:17])([F:16])[F:15])=[O:13]. (5) Given the product [F:25][C:26]1[CH:27]=[CH:28][C:29]([CH2:30][NH:31][C:32]2[N:33]=[C:34]([NH:42][CH2:43][C:44]#[CH:45])[N:35]=[C:36]([NH:38][CH2:39][C:40]#[CH:41])[N:37]=2)=[CH:46][CH:47]=1, predict the reactants needed to synthesize it. The reactants are: ClC1N=C(NCC#C)N=C(NCC#C)N=1.FC1C=CC(CN)=CC=1.[F:25][C:26]1[CH:47]=[CH:46][C:29]([CH2:30][NH:31][C:32]2[N:37]=[C:36]([NH:38][CH2:39][CH2:40][CH3:41])[N:35]=[C:34]([NH:42][CH2:43][CH2:44][CH3:45])[N:33]=2)=[CH:28][CH:27]=1. (6) Given the product [CH:13]1([N:10]2[CH2:11][CH2:12][N:7]([C:3]3[CH:2]=[CH:1][C:6]([O:29][CH2:30][CH2:31][N:32]4[CH2:36][CH2:35][CH2:34][CH2:33]4)=[CH:5][CH:4]=3)[CH2:8][CH2:9]2)[CH2:17][CH2:16][CH2:15][CH2:14]1, predict the reactants needed to synthesize it. The reactants are: [C:1]1(C2C=CC=CC=2)[CH:6]=[CH:5][CH:4]=[C:3]([N:7]2[CH2:12][CH2:11][N:10]([CH:13]3[CH2:17][CH2:16][CH2:15][CH2:14]3)[CH2:9][CH2:8]2)[CH:2]=1.BrC1C=CC([O:29][CH2:30][CH2:31][N:32]2[CH2:36][CH2:35][CH2:34][CH2:33]2)=CC=1. (7) Given the product [CH2:24]([O:23][CH:4]([O:3][CH2:1][CH3:2])[CH2:5][CH2:6][N:7]1[C:19]2[C:18]3[CH:17]=[CH:16][CH:15]=[CH:14][C:13]=3[N+:12]([O-:34])=[CH:11][C:10]=2[N:9]=[C:8]1[CH2:20][CH2:21][CH3:22])[CH3:25], predict the reactants needed to synthesize it. The reactants are: [CH2:1]([O:3][CH:4]([O:23][CH2:24][CH3:25])[CH2:5][CH2:6][N:7]1[C:19]2[C:18]3[CH:17]=[CH:16][CH:15]=[CH:14][C:13]=3[N:12]=[CH:11][C:10]=2[N:9]=[C:8]1[CH2:20][CH2:21][CH3:22])[CH3:2].C1C=C(Cl)C=C(C(OO)=[O:34])C=1. (8) Given the product [CH2:23]([N:17]([C:18](=[O:22])[CH:19]([CH3:21])[CH3:20])[C:15]1[CH:14]=[CH:13][C:12]2[N:8]([CH2:7][C:6]([OH:33])=[O:5])[C:9]([CH2:30][CH2:31][CH3:32])=[N:10][C:11]=2[CH:16]=1)[C:24]1[CH:25]=[CH:26][CH:27]=[CH:28][CH:29]=1, predict the reactants needed to synthesize it. The reactants are: C([O:5][C:6](=[O:33])[CH2:7][N:8]1[C:12]2[CH:13]=[CH:14][C:15]([N:17]([CH2:23][C:24]3[CH:29]=[CH:28][CH:27]=[CH:26][CH:25]=3)[C:18](=[O:22])[CH:19]([CH3:21])[CH3:20])=[CH:16][C:11]=2[N:10]=[C:9]1[CH2:30][CH2:31][CH3:32])(C)(C)C.C(O)(C(F)(F)F)=O. (9) Given the product [C:34]([N:23]([CH2:22][C:21]1[CH:30]=[CH:31][C:18]([C:12]2[CH:11]=[CH:10][C:9]3[N:5]([CH2:4][CH:1]4[CH2:2][CH2:3]4)[N:6]=[N:7][C:8]=3[C:13]=2[C:14]([F:15])([F:16])[F:17])=[CH:19][CH:20]=1)[CH2:24][C:25]([O:27][CH2:28][CH3:29])=[O:26])(=[O:33])[NH2:35], predict the reactants needed to synthesize it. The reactants are: [CH:1]1([CH2:4][N:5]2[C:9]3[CH:10]=[CH:11][C:12]([C:18]4[CH:31]=[CH:30][C:21]([CH2:22][NH:23][CH2:24][C:25]([O:27][CH2:28][CH3:29])=[O:26])=[CH:20][CH:19]=4)=[C:13]([C:14]([F:17])([F:16])[F:15])[C:8]=3[N:7]=[N:6]2)[CH2:3][CH2:2]1.Cl.[O-:33][C:34]#[N:35].[K+].C(=O)(O)[O-].[Na+]. (10) Given the product [F:3][C:4]1[CH:5]=[C:6]([C:10]2[N:15]=[CH:14][C:13]([C:16]([NH:18][C@@H:19]3[CH2:20][CH2:21][C@H:22]([C:25]([OH:27])=[O:26])[CH2:23][CH2:24]3)=[O:17])=[CH:12][CH:11]=2)[CH:7]=[CH:8][CH:9]=1, predict the reactants needed to synthesize it. The reactants are: [OH-].[Na+].[F:3][C:4]1[CH:5]=[C:6]([C:10]2[N:15]=[CH:14][C:13]([C:16]([NH:18][C@@H:19]3[CH2:24][CH2:23][C@H:22]([C:25]([O:27]C)=[O:26])[CH2:21][CH2:20]3)=[O:17])=[CH:12][CH:11]=2)[CH:7]=[CH:8][CH:9]=1.